From a dataset of Forward reaction prediction with 1.9M reactions from USPTO patents (1976-2016). Predict the product of the given reaction. (1) Given the reactants [Cl:1][C:2]1[N:11]=[CH:10][CH:9]=[C:8]2[C:3]=1[C:4]1[CH:16]=[C:15]([F:17])[CH:14]=[CH:13][C:5]=1[N:6]=[C:7]2Cl.[Si:18]([O:25][CH2:26][C:27]1[CH:28]=[CH:29][C:30]([CH3:34])=[C:31]([CH:33]=1)N)([C:21]([CH3:24])([CH3:23])[CH3:22])([CH3:20])[CH3:19].[CH3:35]C(C)([O-])C.[Na+], predict the reaction product. The product is: [Si:18]([O:25][CH2:26][C:27]1[CH:28]=[CH:29][C:30]([CH3:34])=[C:31]([NH:6][C:7]2[C:8]3[CH:9]=[CH:10][N:11]=[C:2]([Cl:1])[C:3]=3[C:4]3[CH:16]=[C:15]([F:17])[CH:14]=[CH:13][C:5]=3[CH:35]=2)[CH:33]=1)([C:21]([CH3:24])([CH3:23])[CH3:22])([CH3:20])[CH3:19]. (2) Given the reactants [Li+].[OH-].[Br:3][C:4]1[CH:9]=[CH:8][C:7]([C:10]2[N:11]=[C:12]([N:15]3[CH2:20][CH2:19][CH:18]([C:21]([O:23]CC)=[O:22])[CH2:17][CH2:16]3)[S:13][CH:14]=2)=[CH:6][CH:5]=1, predict the reaction product. The product is: [Br:3][C:4]1[CH:9]=[CH:8][C:7]([C:10]2[N:11]=[C:12]([N:15]3[CH2:20][CH2:19][CH:18]([C:21]([OH:23])=[O:22])[CH2:17][CH2:16]3)[S:13][CH:14]=2)=[CH:6][CH:5]=1. (3) Given the reactants [CH3:1][O:2][C:3]1[C:7]2[C:8](=[O:25])[N:9]([CH2:16][C:17](=[O:24])[C:18]3[CH:23]=[CH:22][CH:21]=[CH:20][CH:19]=3)[C:10]3[CH:11]=[CH:12][CH:13]=[CH:14][C:15]=3[C:6]=2[N:5]([CH3:26])[C:4]=1[C:27]([NH:29][CH:30]1[CH2:35][CH2:34][NH:33][CH2:32][CH2:31]1)=[O:28].Br[CH2:37][CH2:38][OH:39].C(=O)([O-])[O-].[K+].[K+].CN(C=O)C, predict the reaction product. The product is: [OH:39][CH2:38][CH2:37][N:33]1[CH2:32][CH2:31][CH:30]([NH:29][C:27]([C:4]2[N:5]([CH3:26])[C:6]3[C:15]4[CH:14]=[CH:13][CH:12]=[CH:11][C:10]=4[N:9]([CH2:16][C:17](=[O:24])[C:18]4[CH:23]=[CH:22][CH:21]=[CH:20][CH:19]=4)[C:8](=[O:25])[C:7]=3[C:3]=2[O:2][CH3:1])=[O:28])[CH2:35][CH2:34]1. (4) Given the reactants CN(C)[C:3](=[O:24])[CH2:4][C:5]1[CH:10]=[C:9]([CH2:11][CH3:12])[CH:8]=[CH:7][C:6]=1[NH:13][C:14]1[C:19]([F:20])=[C:18]([F:21])[CH:17]=[C:16]([F:22])[C:15]=1[F:23].[OH-].[Na+].CCCC[OH:32].Cl, predict the reaction product. The product is: [CH2:11]([C:9]1[CH:8]=[CH:7][C:6]([NH:13][C:14]2[C:19]([F:20])=[C:18]([F:21])[CH:17]=[C:16]([F:22])[C:15]=2[F:23])=[C:5]([CH2:4][C:3]([OH:24])=[O:32])[CH:10]=1)[CH3:12]. (5) Given the reactants [N+:1]([C:4]1[CH:11]=[C:10]([C:12]2[N:16](C3CCCCO3)[N:15]=[CH:14][CH:13]=2)[CH:9]=[CH:8][C:5]=1[C:6]#[N:7])([O-:3])=[O:2].Cl.O.[OH-].[Na+], predict the reaction product. The product is: [N+:1]([C:4]1[CH:11]=[C:10]([C:12]2[NH:16][N:15]=[CH:14][CH:13]=2)[CH:9]=[CH:8][C:5]=1[C:6]#[N:7])([O-:3])=[O:2].